Task: Predict the product of the given reaction.. Dataset: Forward reaction prediction with 1.9M reactions from USPTO patents (1976-2016) Given the reactants C(OC([N:8]1[CH2:12][CH:11]([O:13][C:14](=[O:24])[C:15]2[CH:20]=[CH:19][C:18]([N+:21]([O-:23])=[O:22])=[CH:17][CH:16]=2)[CH2:10][CH:9]1[C:25](=[O:37])[NH:26][C:27]1([C:32]([O:34][CH2:35][CH3:36])=[O:33])[CH2:29][CH:28]1[CH:30]=[CH2:31])=O)(C)(C)C, predict the reaction product. The product is: [CH2:35]([O:34][C:32]([C:27]1([NH:26][C:25]([CH:9]2[NH:8][CH2:12][CH:11]([O:13][C:14](=[O:24])[C:15]3[CH:16]=[CH:17][C:18]([N+:21]([O-:23])=[O:22])=[CH:19][CH:20]=3)[CH2:10]2)=[O:37])[CH2:29][CH:28]1[CH:30]=[CH2:31])=[O:33])[CH3:36].